From a dataset of Experimentally validated miRNA-target interactions with 360,000+ pairs, plus equal number of negative samples. Binary Classification. Given a miRNA mature sequence and a target amino acid sequence, predict their likelihood of interaction. (1) Result: 0 (no interaction). The protein sequence of the target gene is MAASWRLHCNQPLLRYLLGFSSRRSLGLAQGAAAWPVDRGASWRWFHSTQLLQADPIKVLMPSLSPTMEQGNIVKWLRKEGEAVSAGDSLCEIETDKAVVTLDANDDGILAKIVVEEGAKNIQLGSLIALMVEEGEDWKQVEIPKDVSAPPPVSKPPAPTQPSPQPQIPCPARKEHKGTARFRLSPAARNILEKHSLDASQGTATGPRGIFTKEDALKLVELKQMGKITESRPASAPPPSLSASVPPQATAGPSYPRPMTPPVSIPGQPNAAGTFTEIPASNIRRVIAKRLTESKSTVPH.... The miRNA is hsa-miR-380-3p with sequence UAUGUAAUAUGGUCCACAUCUU. (2) The miRNA is mmu-miR-3085-3p with sequence UCUGGCUGCUAUGGCCCCCUC. The protein sequence of the target gene is MALWRAYQRALAAHPWKVQVLTAGSLMGVGDMISQQLVERRGLQQHQAGRTLTMVSLGCGFVGPVVGGWYKVLDHLIPGTTKVHALKKMLLDQGGFAPCFLGCFLPLVGILNGMSAQDNWAKLKRDYPDALITNYYLWPAVQLANFYLVPLHYRLAVVQCVAIVWNSYLSWKAHQF. Result: 1 (interaction). (3) The miRNA is mmu-miR-881-3p with sequence AACUGUGUCUUUUCUGAAUAGA. The protein sequence of the target gene is MHLKPYWKLQKKEHPPEVSRETQRTPMNHQKAVNDETCKASHITSSVFPSASLGKASSRKPFGILSPNVLCSMSGKSPVESSLNVKTKKNAPSATIHQGEEEGPLDIWAVVKPGNTKEKIAFFASHQCSNRIGSMKIKSSWDIDGRATKRRKKSGDLKKAKVQVERMREVNSRCYQPEPFACGIEHCSVHYVSDSGDGVYAGRPLSVIQMVAFLEQRASALLASCSKNCTNSPAIVRFSGQSRGVPAVSESYSAPGACEEPTERGNLEVGEPQSEPVRVLDMVAKLESECLKRQGQREPG.... Result: 0 (no interaction). (4) The miRNA is mmu-miR-294-5p with sequence ACUCAAAAUGGAGGCCCUAUCU. The protein sequence of the target gene is MENEIFTPLLEQFMTSPLVTWVKTFGPLAAGNGTNLDEYVALVDGVFLNQVMLQINPKLESQRVNKKVNNDASLRMHNLSILVRQIKFYYQETLQQLIMMSLPNVLIIGKNPFSEQGTEEVKKLLLLLLGCAVQCQKKEEFIERIQGLDFDTKAAVAAHIQEVTHNQENVFDLQWMEVTDMSQEDIEPLLKNMALHLKRLIDERDEHSETIIELSEERDGLHFLPHASSSAQSPCGSPGMKRTESRQHLSVELADAKAKIRRLRQELEEKTEQLLDCKQELEQMEIELKRLQQENMNLLS.... Result: 0 (no interaction). (5) The protein sequence of the target gene is MGEKAVPLLRRRRVKRSCPSCGSELGVEEKRGKGNPISIQLFPPELVEHIISFLPVRDLVALGQTCRYFHEVCDGEGVWRRICRRLSPRLQDQGSGVRPWKRAAILNYTKGLYFQAFGGRRRCLSKSVAPLLAHGYRRFLPTKDHVFILDYVGTLFFLKNALVSTLGQMQWKRACRYVVLCRGAKDFASDPRCDTVYRKYLYVLATREPQEVVGTTSSRACDCVEVYLQSSGQRVFKMTFHHSMTFKQIVLVGQETQRALLLLTEEGKIYSLVVNETQLDQPRSYTVQLALRKVSHYLPH.... Result: 0 (no interaction). The miRNA is hsa-miR-3121-5p with sequence UCCUUUGCCUAUUCUAUUUAAG. (6) The miRNA is hsa-miR-8063 with sequence UCAAAAUCAGGAGUCGGGGCUU. The protein sequence of the target gene is MTSALENYINRTVAVITSDGRMIVGTLKGFDQTINLILDESHERVFSSSQGVEQVVLGLYIVRGDNVAVIGEIDEETDSALDLGNIRAEPLNSVAH. Result: 1 (interaction). (7) The miRNA is hsa-miR-431-5p with sequence UGUCUUGCAGGCCGUCAUGCA. The protein sequence of the target gene is MASNVTNKMDPHSMNSRVFIGNLNTLVVKKSDVEAIFSKYGKIAGCSVHKGFAFVQYDKEKNARAAVAGEDGRMIASQVVDINLAAEPKVNRGNAGVKRSAAEMYGSSFDLDYGFQRDYYDGMYSFPARVPPPPPIALAVVPSKRQRLSGNTSRRGKSGFNSKSGKRGSSKSGKLKGDDLQAIKQELTQIKQKVDSLLENLEKIEKEQSKQEVEVKNAKSEEEQSSSSMKKDETHVKMESEGGAEDSAEEGDPLDDDVNEDQGDDQLELIKDDEKEAEEGEDDRDSTNGQDDS. Result: 0 (no interaction).